Dataset: HIV replication inhibition screening data with 41,000+ compounds from the AIDS Antiviral Screen. Task: Binary Classification. Given a drug SMILES string, predict its activity (active/inactive) in a high-throughput screening assay against a specified biological target. (1) The compound is O=C1CC2CCCC(=O)C23CCCC13. The result is 0 (inactive). (2) The drug is CC(C)CCCC(C)C1CCC2C1CCC1C3(C)CCC(CCC=C(c4cc(Cl)c(OCC(=O)O)c(C(=O)O)c4)c4cc(Cl)c(OCC(=O)O)c(C(=O)O)c4)CC3CCC21C. The result is 0 (inactive).